This data is from Reaction yield outcomes from USPTO patents with 853,638 reactions. The task is: Predict the reaction yield, written as a fraction of the theoretical maximum amount of product (1.0 means a 100% yield; for example, 0.34 means a 34% yield). (1) The reactants are Cl[C:2]1[N:7]2[N:8]=[CH:9][CH:10]=[C:6]2[N:5]=[C:4]([NH:11][C:12](=[O:23])[C:13]2[CH:18]=[CH:17][C:16]([C:19]([OH:22])([CH3:21])[CH3:20])=[CH:15][CH:14]=2)[CH:3]=1.[NH:24]1[CH2:29][CH2:28][NH:27][CH2:26][C:25]1=[O:30]. The yield is 0.290. The catalyst is CN1C(=O)CCC1.CS(C)=O.CO. The product is [OH:22][C:19]([C:16]1[CH:17]=[CH:18][C:13]([C:12]([NH:11][C:4]2[CH:3]=[C:2]([N:27]3[CH2:28][CH2:29][NH:24][C:25](=[O:30])[CH2:26]3)[N:7]3[N:8]=[CH:9][CH:10]=[C:6]3[N:5]=2)=[O:23])=[CH:14][CH:15]=1)([CH3:21])[CH3:20]. (2) The reactants are [F:1][C:2]1[C:10]([C:11]2[CH:16]=[CH:15][CH:14]=[C:13]([F:17])[CH:12]=2)=[CH:9][C:8]([CH3:18])=[CH:7][C:3]=1[C:4]([OH:6])=O.C(Cl)(=O)C(Cl)=O.[NH2:25][C:26]1[C:27]([CH3:34])=[C:28]([OH:33])[CH:29]=[CH:30][C:31]=1[F:32].C([O-])([O-])=O.[K+].[K+]. The yield is 0.250. The catalyst is C(Cl)Cl.CN(C=O)C.C1COCC1.O. The product is [F:1][C:2]1[C:10]([C:11]2[CH:16]=[CH:15][CH:14]=[C:13]([F:17])[CH:12]=2)=[CH:9][C:8]([CH3:18])=[CH:7][C:3]=1[C:4]([NH:25][C:26]1[C:31]([F:32])=[CH:30][CH:29]=[C:28]([OH:33])[C:27]=1[CH3:34])=[O:6]. (3) The reactants are N(C(OC(C)C)=O)=NC(OC(C)C)=O.[C:15]1([N:21]2[C:25]3[CH:26]=[CH:27][CH:28]=[CH:29][C:24]=3[NH:23][S:22]2(=[O:31])=[O:30])[CH:20]=[CH:19][CH:18]=[CH:17][CH:16]=1.[Br:32][CH2:33][CH2:34]O.C1(P(C2C=CC=CC=2)C2C=CC=CC=2)C=CC=CC=1. The catalyst is C1COCC1. The product is [Br:32][CH2:33][CH2:34][N:23]1[C:24]2[CH:29]=[CH:28][CH:27]=[CH:26][C:25]=2[N:21]([C:15]2[CH:16]=[CH:17][CH:18]=[CH:19][CH:20]=2)[S:22]1(=[O:30])=[O:31]. The yield is 0.860. (4) The reactants are [Cl:1][C:2]1[C:7]2[N:8]([CH2:18][CH2:19][CH3:20])[C:9]([C:11]3[CH:12]=[N:13][C:14](Cl)=[N:15][CH:16]=3)=[N:10][C:6]=2[CH:5]=[CH:4][CH:3]=1.[NH2:21][C:22]1[CH:23]=[N:24][C:25]([CH3:28])=[CH:26][CH:27]=1.C1C=CC(P(C2C(C3C(P(C4C=CC=CC=4)C4C=CC=CC=4)=CC=C4C=3C=CC=C4)=C3C(C=CC=C3)=CC=2)C2C=CC=CC=2)=CC=1.C([O-])([O-])=O.[K+].[K+]. The catalyst is C1(C)C=CC=CC=1.CC([O-])=O.CC([O-])=O.[Pd+2]. The product is [Cl:1][C:2]1[C:7]2[N:8]([CH2:18][CH2:19][CH3:20])[C:9]([C:11]3[CH:12]=[N:13][C:14]([NH:21][C:22]4[CH:23]=[N:24][C:25]([CH3:28])=[CH:26][CH:27]=4)=[N:15][CH:16]=3)=[N:10][C:6]=2[CH:5]=[CH:4][CH:3]=1. The yield is 0.100. (5) The reactants are [NH:1]1[C:9]2[C:4](=[CH:5][CH:6]=[CH:7][CH:8]=2)[C:3](/[CH:10]=[CH:11]/[C:12]2[CH:25]=[CH:24][C:15]([C:16]([N:18]3[CH2:23][CH2:22][NH:21][CH2:20][CH2:19]3)=[O:17])=[CH:14][CH:13]=2)=[N:2]1.C(OC([N:33]1[CH2:37][CH2:36][C@H:35]([C:38](O)=[O:39])[CH2:34]1)=O)(C)(C)C.O.ON1C2C=CC=CC=2N=N1.[ClH:52].C(N=C=NCCCN(C)C)C.CN1CCOCC1.Cl.CO. The catalyst is CO. The product is [ClH:52].[ClH:52].[NH:1]1[C:9]2[C:4](=[CH:5][CH:6]=[CH:7][CH:8]=2)[C:3](/[CH:10]=[CH:11]/[C:12]2[CH:13]=[CH:14][C:15]([C:16]([N:18]3[CH2:23][CH2:22][N:21]([C:38]([C@H:35]4[CH2:36][CH2:37][NH:33][CH2:34]4)=[O:39])[CH2:20][CH2:19]3)=[O:17])=[CH:24][CH:25]=2)=[N:2]1. The yield is 0.610.